From a dataset of Forward reaction prediction with 1.9M reactions from USPTO patents (1976-2016). Predict the product of the given reaction. Given the reactants [CH:1]1([C:4]2[C:9]([N+:10]([O-])=O)=[CH:8][C:7]([N:13]3[C:21](=[O:22])[C:20]4[C:15](=[CH:16][CH:17]=[CH:18][CH:19]=4)[C:14]3=[O:23])=[CH:6][C:5]=2[C:24]([F:27])([F:26])[F:25])[CH2:3][CH2:2]1.O.O.Cl[Sn]Cl.Cl, predict the reaction product. The product is: [NH2:10][C:9]1[CH:8]=[C:7]([N:13]2[C:14](=[O:23])[C:15]3[C:20](=[CH:19][CH:18]=[CH:17][CH:16]=3)[C:21]2=[O:22])[CH:6]=[C:5]([C:24]([F:25])([F:26])[F:27])[C:4]=1[CH:1]1[CH2:3][CH2:2]1.